Dataset: Forward reaction prediction with 1.9M reactions from USPTO patents (1976-2016). Task: Predict the product of the given reaction. The product is: [CH2:1]([N:3]([S:19]([C:22]1[S:23][CH:24]=[CH:25][CH:26]=1)(=[O:20])=[O:21])[C:4]1[CH:5]=[CH:6][C:7]([CH3:18])=[C:8]2[C:12]=1[NH:11][C:10]([C:13]([OH:15])=[O:14])=[CH:9]2)[CH3:2]. Given the reactants [CH2:1]([N:3]([S:19]([C:22]1[S:23][CH:24]=[CH:25][CH:26]=1)(=[O:21])=[O:20])[C:4]1[CH:5]=[CH:6][C:7]([CH3:18])=[C:8]2[C:12]=1[NH:11][C:10]([C:13]([O:15]CC)=[O:14])=[CH:9]2)[CH3:2].CO.[OH-].[K+].C(O)(=O)CC(CC(O)=O)(C(O)=O)O, predict the reaction product.